This data is from Reaction yield outcomes from USPTO patents with 853,638 reactions. The task is: Predict the reaction yield, written as a fraction of the theoretical maximum amount of product (1.0 means a 100% yield; for example, 0.34 means a 34% yield). (1) The reactants are [CH:1]1[C:10]2[C:5](=[CH:6][CH:7]=[CH:8][CH:9]=2)[CH:4]=[CH:3][C:2]=1[Mg]Br.[N:13]12[CH2:20][CH2:19][C:16]([C:21]([O:23]CC)=O)([CH2:17][CH2:18]1)[CH2:15][CH2:14]2. The catalyst is C1COCC1. The product is [N:13]12[CH2:14][CH2:15][C:16]([C:21]([C:3]3[CH:2]=[CH:1][C:10]4[C:5](=[CH:6][CH:7]=[CH:8][CH:9]=4)[CH:4]=3)([C:2]3[CH:3]=[CH:4][C:5]4[C:10](=[CH:9][CH:8]=[CH:7][CH:6]=4)[CH:1]=3)[OH:23])([CH2:17][CH2:18]1)[CH2:19][CH2:20]2. The yield is 0.773. (2) The reactants are [Br:1][C:2]1[C:3]([N:22]2[CH2:27][CH2:26][CH2:25][C@@H:24]([NH:28]C(=O)OC(C)(C)C)[CH2:23]2)=[C:4]2[C:10]([NH:11][C:12](=[O:21])[C:13]3[CH:18]=[CH:17][C:16]([F:19])=[C:15]([Cl:20])[CH:14]=3)=[CH:9][NH:8][C:5]2=[N:6][CH:7]=1.C(O)(C(F)(F)F)=O. The catalyst is C(Cl)Cl. The product is [ClH:20].[NH2:28][C@@H:24]1[CH2:25][CH2:26][CH2:27][N:22]([C:3]2[C:2]([Br:1])=[CH:7][N:6]=[C:5]3[NH:8][CH:9]=[C:10]([NH:11][C:12](=[O:21])[C:13]4[CH:18]=[CH:17][C:16]([F:19])=[C:15]([Cl:20])[CH:14]=4)[C:4]=23)[CH2:23]1. The yield is 0.760. (3) The reactants are [Cl:1][C:2]1[CH:3]=[C:4]([CH:8]=[N:9][C:10]([O:12][Si](C)(C)C)=[CH2:11])[CH:5]=[CH:6][CH:7]=1.C1(C)C=CC=CC=1.[Cl:24][C:25]1[CH:33]=[C:32]2[C:28](/[C:29](=[CH:35]/[CH2:36][C:37]([CH3:40])([CH3:39])[CH3:38])/[C:30](=[O:34])[NH:31]2)=[CH:27][CH:26]=1. The catalyst is CO. The product is [Cl:24][C:25]1[CH:33]=[C:32]2[NH:31][C:30](=[O:34])[C:29]3([CH:35]([CH2:36][C:37]([CH3:39])([CH3:38])[CH3:40])[CH2:12][C:10](=[O:11])[NH:9][CH:8]3[C:4]3[CH:5]=[CH:6][CH:7]=[C:2]([Cl:1])[CH:3]=3)[C:28]2=[CH:27][CH:26]=1. The yield is 0.350. (4) The reactants are Br[C:2]1[C:3]([C:27]([CH3:30])([CH3:29])[CH3:28])=[N:4][N:5]2[C:10]([C:11]3[CH:16]=[CH:15][C:14]([CH3:17])=[CH:13][CH:12]=3)=[C:9]([CH:18]([CH2:23][CH2:24][CH3:25])[C:19]([O:21][CH3:22])=[O:20])[C:8]([CH3:26])=[N:7][C:6]=12.[C:31](=O)([O-])[O-].[K+].[K+].CB1OB(C)OB(C)O1.ClCCl. The catalyst is CN(C)C=O. The product is [C:27]([C:3]1[C:2]([CH3:31])=[C:6]2[N:7]=[C:8]([CH3:26])[C:9]([CH:18]([CH2:23][CH2:24][CH3:25])[C:19]([O:21][CH3:22])=[O:20])=[C:10]([C:11]3[CH:12]=[CH:13][C:14]([CH3:17])=[CH:15][CH:16]=3)[N:5]2[N:4]=1)([CH3:29])([CH3:30])[CH3:28]. The yield is 0.580. (5) The reactants are C([O:8][C:9]1[C:14]([O:15][CH3:16])=[CH:13][CH:12]=[CH:11][C:10]=1[CH2:17][CH2:18][C@H:19]([OH:22])[CH2:20][OH:21])C1C=CC=CC=1.[Si:23](Cl)([C:26]([CH3:29])([CH3:28])[CH3:27])([CH3:25])[CH3:24].N1C=CN=C1. The yield is 0.850. The product is [Si:23]([O:21][CH2:20][C@@H:19]([OH:22])[CH2:18][CH2:17][C:10]1[CH:11]=[CH:12][CH:13]=[C:14]([O:15][CH3:16])[C:9]=1[OH:8])([C:26]([CH3:29])([CH3:28])[CH3:27])([CH3:25])[CH3:24]. The catalyst is CN(C)C=O.O.C(OCC)(=O)C.C(O)C.[Pd].